The task is: Predict the reactants needed to synthesize the given product.. This data is from Full USPTO retrosynthesis dataset with 1.9M reactions from patents (1976-2016). Given the product [O:11]1[CH:15]=[CH:14][CH:13]=[C:12]1[C:2]1[CH:7]=[C:6]([CH3:8])[CH:5]=[C:4]([CH3:9])[C:3]=1[OH:10], predict the reactants needed to synthesize it. The reactants are: Br[C:2]1[CH:7]=[C:6]([CH3:8])[CH:5]=[C:4]([CH3:9])[C:3]=1[OH:10].[O:11]1[CH:15]=[CH:14][CH:13]=[C:12]1B(O)O.C(=O)([O-])[O-].[Na+].[Na+].